This data is from Forward reaction prediction with 1.9M reactions from USPTO patents (1976-2016). The task is: Predict the product of the given reaction. Given the reactants [Cl:1][C:2]1[CH:3]=[C:4]([S:9][C:10]2[C:11]([C:20]([O:22]CC)=O)=[N:12][N:13]([CH2:17][CH2:18][OH:19])[C:14]=2[CH2:15][CH3:16])[CH:5]=[C:6]([Cl:8])[CH:7]=1.[NH3:25], predict the reaction product. The product is: [Cl:1][C:2]1[CH:3]=[C:4]([S:9][C:10]2[C:11]([C:20]([NH2:25])=[O:22])=[N:12][N:13]([CH2:17][CH2:18][OH:19])[C:14]=2[CH2:15][CH3:16])[CH:5]=[C:6]([Cl:8])[CH:7]=1.